Dataset: Catalyst prediction with 721,799 reactions and 888 catalyst types from USPTO. Task: Predict which catalyst facilitates the given reaction. (1) Reactant: [N+:1]([C:4]1[CH:5]=[C:6]([CH:10]=[CH:11][CH:12]=1)[CH2:7][CH2:8]O)([O-:3])=[O:2].C1(P(C2C=CC=CC=2)C2C=CC=CC=2)C=CC=CC=1.[C:32]1(=[O:42])[NH:36][C:35](=[O:37])[C:34]2=[CH:38][CH:39]=[CH:40][CH:41]=[C:33]12.CCOC(/N=N/C(OCC)=O)=O. Product: [N+:1]([C:4]1[CH:5]=[C:6]([CH:10]=[CH:11][CH:12]=1)[CH2:7][CH2:8][N:36]1[C:35](=[O:37])[C:34]2=[CH:38][CH:39]=[CH:40][CH:41]=[C:33]2[C:32]1=[O:42])([O-:3])=[O:2]. The catalyst class is: 7. (2) Reactant: [CH3:1][C:2]1([CH3:30])[O:7][CH2:6][C:5]([CH2:20][CH2:21][N:22]2[CH:26]=[CH:25][N:24]=[C:23]2[N+:27]([O-:29])=[O:28])([CH2:8]OS(C2C=CC(C)=CC=2)(=O)=O)[CH2:4][O:3]1.C1N2CCOCCOCCN(CCOCCOCC2)CCOCCOC1.[F-:57].[K+].C(=O)([O-])[O-].[K+].[K+]. Product: [CH3:1][C:2]1([CH3:30])[O:7][CH2:6][C:5]([CH2:8][F:57])([CH2:20][CH2:21][N:22]2[CH:26]=[CH:25][N:24]=[C:23]2[N+:27]([O-:29])=[O:28])[CH2:4][O:3]1. The catalyst class is: 47. (3) Reactant: [C:1]([CH2:3][C:4]([O:6][CH2:7][CH3:8])=[O:5])#[N:2].Br[CH2:10][CH:11]([O:15][CH2:16][CH3:17])[O:12][CH2:13][CH3:14].C([O-])([O-])=O.[K+].[K+]. Product: [C:1]([CH:3]([CH2:10][CH:11]([O:15][CH2:16][CH3:17])[O:12][CH2:13][CH3:14])[C:4]([O:6][CH2:7][CH3:8])=[O:5])#[N:2]. The catalyst class is: 2. (4) Reactant: [CH2:1]([O:8][C:9]1[C:13]([O:14][CH2:15][C:16]2[CH:21]=[CH:20][CH:19]=[CH:18][CH:17]=2)=[C:12]([C:22]([NH2:24])=O)[N:11]([C:25]2[CH:30]=[CH:29][C:28]([O:31][CH3:32])=[CH:27][CH:26]=2)[C:10]=1[C:33]([NH2:35])=O)[C:2]1[CH:7]=[CH:6][CH:5]=[CH:4][CH:3]=1.[Cl-].[NH4+].C(N(CC)CC)C.FC(F)(F)C(OC(=O)C(F)(F)F)=O. Product: [CH2:15]([O:14][C:13]1[C:9]([O:8][CH2:1][C:2]2[CH:7]=[CH:6][CH:5]=[CH:4][CH:3]=2)=[C:10]([C:33]#[N:35])[N:11]([C:25]2[CH:30]=[CH:29][C:28]([O:31][CH3:32])=[CH:27][CH:26]=2)[C:12]=1[C:22]#[N:24])[C:16]1[CH:21]=[CH:20][CH:19]=[CH:18][CH:17]=1. The catalyst class is: 2. (5) Reactant: [CH3:1][O:2][C:3]1[CH:4]=[C:5]2[C:10](=[CH:11][C:12]=1[O:13][CH3:14])[N:9]=[CH:8][CH:7]=[C:6]2[O:15][C:16]1[CH:22]=[CH:21][C:19]([NH2:20])=[CH:18][CH:17]=1.ClC(Cl)(O[C:27](=[O:33])[O:28][C:29](Cl)(Cl)Cl)Cl.[CH3:35][O:36][C:37]1[CH:42]=[CH:41][C:40](CO)=[CH:39][CH:38]=1.C(=O)(O)[O-].[Na+]. Product: [CH3:1][O:2][C:3]1[CH:4]=[C:5]2[C:10](=[CH:11][C:12]=1[O:13][CH3:14])[N:9]=[CH:8][CH:7]=[C:6]2[O:15][C:16]1[CH:22]=[CH:21][C:19]([NH:20][C:27](=[O:33])[O:28][CH2:29][C:40]2[CH:41]=[CH:42][C:37]([O:36][CH3:35])=[CH:38][CH:39]=2)=[CH:18][CH:17]=1. The catalyst class is: 208. (6) Reactant: C1C(=O)N([Cl:8])C(=O)C1.[Br:9][C:10]1[CH:15]=[CH:14][C:13]([C:16]2[NH:20][C:19]([CH:21]3[CH2:25][CH2:24][CH2:23][N:22]3[C:26]([O:28][C:29]([CH3:32])([CH3:31])[CH3:30])=[O:27])=[N:18][CH:17]=2)=[CH:12][CH:11]=1. Product: [Br:9][C:10]1[CH:15]=[CH:14][C:13]([C:16]2[NH:20][C:19]([C@@H:21]3[CH2:25][CH2:24][CH2:23][N:22]3[C:26]([O:28][C:29]([CH3:32])([CH3:31])[CH3:30])=[O:27])=[N:18][C:17]=2[Cl:8])=[CH:12][CH:11]=1. The catalyst class is: 3. (7) Reactant: C(N(CC)CC)C.Cl[C:9]1[C:18]2[C:13](=[CH:14][CH:15]=[CH:16][CH:17]=2)[N:12]=[CH:11][C:10]=1[N+:19]([O-:21])=[O:20].Cl.[O:23]1[CH2:28][CH2:27][CH:26]([CH2:29][NH2:30])[CH2:25][CH2:24]1. The catalyst class is: 1. Product: [N+:19]([C:10]1[CH:11]=[N:12][C:13]2[C:18]([C:9]=1[NH:30][CH2:29][CH:26]1[CH2:27][CH2:28][O:23][CH2:24][CH2:25]1)=[CH:17][CH:16]=[CH:15][CH:14]=2)([O-:21])=[O:20].